From a dataset of Forward reaction prediction with 1.9M reactions from USPTO patents (1976-2016). Predict the product of the given reaction. (1) The product is: [C:19]([O:18][C:16]([C:9]1[C:10]2[C:11](=[N:12][CH:13]=[CH:14][CH:15]=2)[N:7]([CH:5]([CH:4]([O:3][CH3:25])[CH3:24])[CH3:6])[C:8]=1[CH3:23])=[O:17])([CH3:22])([CH3:21])[CH3:20]. Given the reactants [H-].[Na+].[OH:3][CH:4]([CH3:24])[CH:5]([N:7]1[C:11]2=[N:12][CH:13]=[CH:14][CH:15]=[C:10]2[C:9]([C:16]([O:18][C:19]([CH3:22])([CH3:21])[CH3:20])=[O:17])=[C:8]1[CH3:23])[CH3:6].[CH3:25]I.[NH4+].[Cl-], predict the reaction product. (2) Given the reactants [F:1][C:2]1([CH2:8][OH:9])[CH2:7][CH2:6][O:5][CH2:4][CH2:3]1.[CH3:10][S:11](Cl)(=[O:13])=[O:12].C(N(CC)CC)C, predict the reaction product. The product is: [CH3:10][S:11]([O:9][CH2:8][C:2]1([F:1])[CH2:7][CH2:6][O:5][CH2:4][CH2:3]1)(=[O:13])=[O:12].